Dataset: Forward reaction prediction with 1.9M reactions from USPTO patents (1976-2016). Task: Predict the product of the given reaction. (1) The product is: [CH3:23][CH2:24][C:25]1[CH:26]=[CH:27][C:28]([CH2:31][CH2:32][O:33][C:34]2[CH:35]=[CH:36][C:37]([CH2:40][CH:41]3[S:47][C:45](=[O:46])[NH:44][C:42]3=[O:43])=[CH:38][CH:39]=2)=[N:29][CH:30]=1. Given the reactants S([O-])(OCCCCCCCCCCCC)(=O)=O.[Na+].C(O)(C)C.[CH3:23][CH2:24][C:25]1[CH:26]=[CH:27][C:28]([CH2:31][CH2:32][O:33][C:34]2[CH:35]=[CH:36][C:37]([CH2:40][CH:41]3[S:47][C:45](=[O:46])[NH:44][C:42]3=[O:43])=[CH:38][CH:39]=2)=[N:29][CH:30]=1.Cl, predict the reaction product. (2) Given the reactants Cl.[CH2:2]([O:4][C:5]([CH:7]1[CH2:12][CH2:11][N:10]([CH2:13][C:14]2[CH:19]=[CH:18][CH:17]=[CH:16][CH:15]=2)[CH2:9][C:8]1=[O:20])=[O:6])[CH3:3].C(=O)(O)[O-].[Na+].[CH3:26][CH2:27]OC(C)=O, predict the reaction product. The product is: [CH2:2]([O:4][C:5]([CH:7]1[CH2:12][CH2:11][N:10]([CH2:13][C:14]2[CH:15]=[CH:16][CH:17]=[CH:18][CH:19]=2)[CH:9]([CH2:26][CH3:27])[C:8]1=[O:20])=[O:6])[CH3:3]. (3) Given the reactants [C:1]([CH2:9][C:10]#[N:11])(=O)[C:2]1[CH:7]=[CH:6][CH:5]=[CH:4][CH:3]=1.[O:12]1[CH2:17][CH2:16][CH:15]([CH:18]=O)[CH2:14][CH2:13]1.[NH2:20][C:21]1[N:25]([CH3:26])[N:24]=[CH:23][CH:22]=1.N1C=CC=C[CH:28]=1, predict the reaction product. The product is: [CH2:26]([N:25]1[C:21]2=[N:20][C:1]([C:2]3[CH:7]=[CH:6][CH:5]=[CH:4][CH:3]=3)=[C:9]([C:10]#[N:11])[C:18]([CH:15]3[CH2:16][CH2:17][O:12][CH2:13][CH2:14]3)=[C:22]2[CH:23]=[N:24]1)[CH3:28]. (4) Given the reactants [Cl:1][C:2]1[CH:7]=[CH:6][C:5]([SH:8])=[CH:4][CH:3]=1.CCN(CC)CC.Br[CH2:17][CH:18]([O:21][CH3:22])[O:19][CH3:20].O, predict the reaction product. The product is: [Cl:1][C:2]1[CH:7]=[CH:6][C:5]([S:8][CH2:17][CH:18]([O:21][CH3:22])[O:19][CH3:20])=[CH:4][CH:3]=1. (5) Given the reactants C(C1C=C([C:11](C2C=CC(OC)=C(OC)C=2)=[O:12])C=CC=1CC)C.C[Si]([N-][Si](C)(C)C)(C)C.[Li+].C(OP(CC#N)(=O)OCC)C.[CH3:44][O:45][C:46]1[CH:47]=[C:48]([C:54]([C:58]2[CH:63]=[CH:62][CH:61]=[C:60]([O:64][CH3:65])[CH:59]=2)=[CH:55][C:56]#[N:57])[CH:49]=[C:50]([O:52][CH3:53])[CH:51]=1, predict the reaction product. The product is: [O:12]1[C:61]2[CH:62]=[CH:63][C:58]([C:54]([C:48]3[CH:49]=[C:50]([O:52][CH3:53])[CH:51]=[C:46]([O:45][CH3:44])[CH:47]=3)=[CH:55][C:56]#[N:57])=[CH:59][C:60]=2[O:64][CH2:65][CH2:11]1. (6) The product is: [Br:1][C:2]1[CH:7]=[CH:6][C:5]([C:8]2[CH2:13][CH2:12][CH:11]([CH2:14][CH2:15][CH3:16])[CH2:10][CH:9]=2)=[CH:4][CH:3]=1. Given the reactants [Br:1][C:2]1[CH:7]=[CH:6][C:5]([C:8]2(O)[CH2:13][CH2:12][CH:11]([CH2:14][CH2:15][CH3:16])[CH2:10][CH2:9]2)=[CH:4][CH:3]=1.C1(C)C=CC(S(O)(=O)=O)=CC=1.O, predict the reaction product. (7) Given the reactants [CH:1]1([C:7]2[C:15]3[C:14](=[O:16])[NH:13][C:12]([C:17]4[CH:22]=[CH:21][C:20]([S:23](Cl)(=[O:25])=[O:24])=[CH:19][CH:18]=4)=[N:11][C:10]=3[N:9]([CH3:27])[N:8]=2)[CH2:6][CH2:5][CH2:4][CH2:3][CH2:2]1.[NH:28]1[CH2:34][CH2:33][CH2:32][NH:31][CH2:30][CH2:29]1, predict the reaction product. The product is: [CH:1]1([C:7]2[C:15]3[C:14](=[O:16])[NH:13][C:12]([C:17]4[CH:22]=[CH:21][C:20]([S:23]([N:28]5[CH2:34][CH2:33][CH2:32][NH:31][CH2:30][CH2:29]5)(=[O:25])=[O:24])=[CH:19][CH:18]=4)=[N:11][C:10]=3[N:9]([CH3:27])[N:8]=2)[CH2:6][CH2:5][CH2:4][CH2:3][CH2:2]1.